From a dataset of Full USPTO retrosynthesis dataset with 1.9M reactions from patents (1976-2016). Predict the reactants needed to synthesize the given product. (1) Given the product [C:17]([O:16][C:14]([N:7]1[CH2:8][C@@H:9]([NH2:11])[CH2:10][C@H:6]1[CH2:4][OH:3])=[O:15])([CH3:20])([CH3:19])[CH3:18], predict the reactants needed to synthesize it. The reactants are: O.C[O:3][C:4]([C@@H:6]1[CH2:10][C@H:9]([N:11]=[N+]=[N-])[CH2:8][N:7]1[C:14]([O:16][C:17]([CH3:20])([CH3:19])[CH3:18])=[O:15])=O.C1(P(C2C=CC=CC=2)C2C=CC=CC=2)C=CC=CC=1. (2) Given the product [F:21][CH:22]1[CH2:27][CH2:26][N:25]([CH2:1][C:3]2[CH:8]=[CH:7][C:6]([C:9]#[C:10][C:11]3[CH:19]=[CH:18][C:14]([C:15]([OH:17])=[O:16])=[CH:13][CH:12]=3)=[CH:5][CH:4]=2)[CH2:24][CH2:23]1, predict the reactants needed to synthesize it. The reactants are: [CH:1]([C:3]1[CH:8]=[CH:7][C:6]([C:9]#[C:10][C:11]2[CH:19]=[CH:18][C:14]([C:15]([OH:17])=[O:16])=[CH:13][CH:12]=2)=[CH:5][CH:4]=1)=O.Cl.[F:21][CH:22]1[CH2:27][CH2:26][NH:25][CH2:24][CH2:23]1.CC(O)=O.